Dataset: Full USPTO retrosynthesis dataset with 1.9M reactions from patents (1976-2016). Task: Predict the reactants needed to synthesize the given product. Given the product [F:27][C:26]([F:29])([F:28])[C:24]([OH:30])=[O:25].[CH3:17][C:11]1[CH:10]=[C:9]2[C:14]([N:15]=[CH:16][C:7]([NH2:6])=[N:8]2)=[CH:13][CH:12]=1, predict the reactants needed to synthesize it. The reactants are: COC1C=C(OC)C=CC=1C[NH:6][C:7]1[CH:16]=[N:15][C:14]2[C:9](=[CH:10][C:11]([CH3:17])=[CH:12][CH:13]=2)[N:8]=1.[C:24]([OH:30])([C:26]([F:29])([F:28])[F:27])=[O:25].